From a dataset of Catalyst prediction with 721,799 reactions and 888 catalyst types from USPTO. Predict which catalyst facilitates the given reaction. (1) The catalyst class is: 71. Reactant: Cl[C:2]1[C:11]2=[N:12][N:13](CC3C=CC(OC)=CC=3)[CH:14]=[C:10]2[C:9]2[CH:8]=[C:7]([O:24][CH3:25])[CH:6]=[CH:5][C:4]=2[N:3]=1.[F:26][C:27]1[CH:33]=[C:32]([N:34]2[CH2:39][CH2:38][O:37][CH2:36][CH2:35]2)[CH:31]=[CH:30][C:28]=1[NH2:29].Cl. Product: [F:26][C:27]1[CH:33]=[C:32]([N:34]2[CH2:35][CH2:36][O:37][CH2:38][CH2:39]2)[CH:31]=[CH:30][C:28]=1[NH:29][C:2]1[C:11]2=[N:12][NH:13][CH:14]=[C:10]2[C:9]2[CH:8]=[C:7]([O:24][CH3:25])[CH:6]=[CH:5][C:4]=2[N:3]=1. (2) Product: [CH3:30][S:31]([C:34]1[CH:35]=[C:36]([NH:37][C:2]2[C:3]3[NH:20][N:19]=[CH:18][C:4]=3[N:5]=[C:6]([C:8]3[CH:13]=[CH:12][CH:11]=[C:10]([S:14]([CH3:17])(=[O:15])=[O:16])[CH:9]=3)[N:7]=2)[CH:38]=[CH:39][CH:40]=1)(=[O:32])=[O:33]. Reactant: Cl[C:2]1[C:3]2[C:4](=[CH:18][N:19](CC3C=CC(OC)=CC=3)[N:20]=2)[N:5]=[C:6]([C:8]2[CH:13]=[CH:12][CH:11]=[C:10]([S:14]([CH3:17])(=[O:16])=[O:15])[CH:9]=2)[N:7]=1.[CH3:30][S:31]([C:34]1[CH:35]=[C:36]([CH:38]=[CH:39][CH:40]=1)[NH2:37])(=[O:33])=[O:32].Cl. The catalyst class is: 71. (3) Reactant: [C:1]([NH:5][C:6](=[O:35])[C:7]1[CH:12]=[CH:11][CH:10]=[C:9]([O:13][C:14]2[CH:19]=[CH:18][C:17]([NH:20][C:21]3[C:31]4[CH:30]=[C:29]([CH:32]=O)[CH2:28][CH2:27][NH:26][C:25]=4[N:24]=[CH:23][N:22]=3)=[CH:16][C:15]=2[Cl:34])[CH:8]=1)([CH3:4])([CH3:3])[CH3:2].[CH3:36][S:37]([CH:40]1[CH2:44][CH2:43][NH:42][CH2:41]1)(=[O:39])=[O:38].C(O[BH-](OC(=O)C)OC(=O)C)(=O)C.[Na+].O1CCCC1. Product: [C:1]([NH:5][C:6](=[O:35])[C:7]1[CH:12]=[CH:11][CH:10]=[C:9]([O:13][C:14]2[CH:19]=[CH:18][C:17]([NH:20][C:21]3[C:31]4[CH:30]=[C:29]([CH2:32][N:42]5[CH2:43][CH2:44][CH:40]([S:37]([CH3:36])(=[O:39])=[O:38])[CH2:41]5)[CH2:28][CH2:27][NH:26][C:25]=4[N:24]=[CH:23][N:22]=3)=[CH:16][C:15]=2[Cl:34])[CH:8]=1)([CH3:4])([CH3:3])[CH3:2]. The catalyst class is: 9. (4) Reactant: [N:1]1[CH:6]=[CH:5][CH:4]=[C:3]([NH:7][C:8](=[O:15])OCC(Cl)(Cl)Cl)[CH:2]=1.[F:16][C:17]1[CH:22]=[CH:21][CH:20]=[CH:19][C:18]=1[C:23]1[N:24]=[C:25]([CH:28]2[CH2:33][CH2:32][NH:31][CH2:30][CH2:29]2)[S:26][CH:27]=1.C(N(C(C)C)CC)(C)C.O. Product: [F:16][C:17]1[CH:22]=[CH:21][CH:20]=[CH:19][C:18]=1[C:23]1[N:24]=[C:25]([CH:28]2[CH2:33][CH2:32][N:31]([C:8]([NH:7][C:3]3[CH:2]=[N:1][CH:6]=[CH:5][CH:4]=3)=[O:15])[CH2:30][CH2:29]2)[S:26][CH:27]=1. The catalyst class is: 16. (5) Reactant: [I:1][C:2]1[CH:7]=[CH:6][C:5]([CH:8]([NH:13]S(C(C)(C)C)=O)[CH2:9][CH:10]([CH3:12])[CH3:11])=[CH:4][CH:3]=1.[ClH:20].O1CCOCC1. Product: [ClH:20].[I:1][C:2]1[CH:3]=[CH:4][C:5]([CH:8]([NH2:13])[CH2:9][CH:10]([CH3:11])[CH3:12])=[CH:6][CH:7]=1. The catalyst class is: 5.